This data is from Forward reaction prediction with 1.9M reactions from USPTO patents (1976-2016). The task is: Predict the product of the given reaction. (1) Given the reactants [Br:1][C:2]1[C:7](=[O:8])[N:6]([CH2:9][C:10]([NH:12][CH2:13][C:14]2[CH:19]=[CH:18][N:17]=[CH:16][CH:15]=2)=[O:11])[N:5]=[CH:4][C:3]=1[NH:20][CH:21]1[CH:28]2[CH2:29][CH:24]3[CH2:25][C:26]([O:31]COC)([CH2:30][CH:22]1[CH2:23]3)[CH2:27]2.[ClH:35].CO, predict the reaction product. The product is: [ClH:35].[Br:1][C:2]1[C:7](=[O:8])[N:6]([CH2:9][C:10]([NH:12][CH2:13][C:14]2[CH:19]=[CH:18][N:17]=[CH:16][CH:15]=2)=[O:11])[N:5]=[CH:4][C:3]=1[NH:20][CH:21]1[CH:22]2[CH2:23][CH:24]3[CH2:25][C:26]([OH:31])([CH2:27][CH:28]1[CH2:29]3)[CH2:30]2. (2) Given the reactants Br[C:2]1[C:14]2[C:13]3[C:8](=[CH:9][C:10]([C:15]([OH:18])([CH3:17])[CH3:16])=[CH:11][CH:12]=3)[NH:7][C:6]=2[C:5]([C:19]([NH2:21])=[O:20])=[CH:4][C:3]=1[F:22].[Cl:23][C:24]1[C:33]2[N:28]([C:29](=[O:51])[N:30]([C:35]3[CH:40]=[CH:39][CH:38]=[C:37](B4OC(C)(C)C(C)(C)O4)[C:36]=3[CH3:50])[C:31](=[O:34])[CH:32]=2)[CH:27]=[CH:26][CH:25]=1.C([O-])([O-])=O.[Cs+].[Cs+], predict the reaction product. The product is: [Cl:23][C:24]1[C:33]2[N:28]([C:29](=[O:51])[N:30]([C:35]3[C:36]([CH3:50])=[C:37]([C:2]4[C:14]5[C:13]6[C:8](=[CH:9][C:10]([C:15]([OH:18])([CH3:16])[CH3:17])=[CH:11][CH:12]=6)[NH:7][C:6]=5[C:5]([C:19]([NH2:21])=[O:20])=[CH:4][C:3]=4[F:22])[CH:38]=[CH:39][CH:40]=3)[C:31](=[O:34])[CH:32]=2)[CH:27]=[CH:26][CH:25]=1.